This data is from NCI-60 drug combinations with 297,098 pairs across 59 cell lines. The task is: Regression. Given two drug SMILES strings and cell line genomic features, predict the synergy score measuring deviation from expected non-interaction effect. (1) Drug 1: CS(=O)(=O)C1=CC(=C(C=C1)C(=O)NC2=CC(=C(C=C2)Cl)C3=CC=CC=N3)Cl. Drug 2: N.N.Cl[Pt+2]Cl. Cell line: NCI-H460. Synergy scores: CSS=11.4, Synergy_ZIP=0.786, Synergy_Bliss=15.2, Synergy_Loewe=12.5, Synergy_HSA=13.6. (2) Drug 1: CC(C1=C(C=CC(=C1Cl)F)Cl)OC2=C(N=CC(=C2)C3=CN(N=C3)C4CCNCC4)N. Drug 2: CCC1=CC2CC(C3=C(CN(C2)C1)C4=CC=CC=C4N3)(C5=C(C=C6C(=C5)C78CCN9C7C(C=CC9)(C(C(C8N6C)(C(=O)OC)O)OC(=O)C)CC)OC)C(=O)OC.C(C(C(=O)O)O)(C(=O)O)O. Cell line: CCRF-CEM. Synergy scores: CSS=87.4, Synergy_ZIP=9.18, Synergy_Bliss=7.72, Synergy_Loewe=1.24, Synergy_HSA=7.57. (3) Drug 1: CN1CCC(CC1)COC2=C(C=C3C(=C2)N=CN=C3NC4=C(C=C(C=C4)Br)F)OC. Drug 2: CC1C(C(CC(O1)OC2CC(CC3=C2C(=C4C(=C3O)C(=O)C5=C(C4=O)C(=CC=C5)OC)O)(C(=O)CO)O)N)O.Cl. Cell line: 786-0. Synergy scores: CSS=42.7, Synergy_ZIP=1.05, Synergy_Bliss=2.22, Synergy_Loewe=-10.8, Synergy_HSA=3.86. (4) Drug 1: CS(=O)(=O)OCCCCOS(=O)(=O)C. Drug 2: COCCOC1=C(C=C2C(=C1)C(=NC=N2)NC3=CC=CC(=C3)C#C)OCCOC.Cl. Cell line: EKVX. Synergy scores: CSS=14.2, Synergy_ZIP=5.76, Synergy_Bliss=11.5, Synergy_Loewe=-2.32, Synergy_HSA=4.29. (5) Drug 1: C1CN1P(=S)(N2CC2)N3CC3. Drug 2: CC1CCC2CC(C(=CC=CC=CC(CC(C(=O)C(C(C(=CC(C(=O)CC(OC(=O)C3CCCCN3C(=O)C(=O)C1(O2)O)C(C)CC4CCC(C(C4)OC)O)C)C)O)OC)C)C)C)OC. Cell line: ACHN. Synergy scores: CSS=12.4, Synergy_ZIP=-8.16, Synergy_Bliss=-1.55, Synergy_Loewe=-1.98, Synergy_HSA=-0.670.